Dataset: Full USPTO retrosynthesis dataset with 1.9M reactions from patents (1976-2016). Task: Predict the reactants needed to synthesize the given product. (1) Given the product [N:46]([C@H:31]([C:32]1[CH:33]=[C:34]([C:42]([F:43])([F:44])[F:45])[CH:35]=[C:36]([C:38]([F:39])([F:40])[F:41])[CH:37]=1)[C@@H:30]([NH:7][CH2:8][C:9]1[CH:14]=[C:13]([C:15]([F:17])([F:18])[F:16])[CH:12]=[CH:11][C:10]=1[C:19]1[CH:24]=[C:23]([CH:25]([CH3:27])[CH3:26])[CH:22]=[CH:21][C:20]=1[O:28][CH3:29])[CH3:49])=[N+:47]=[N-:48], predict the reactants needed to synthesize it. The reactants are: C(OC(=O)[N:7]([C@@H:30]([CH3:49])[C@H:31]([N:46]=[N+:47]=[N-:48])[C:32]1[CH:37]=[C:36]([C:38]([F:41])([F:40])[F:39])[CH:35]=[C:34]([C:42]([F:45])([F:44])[F:43])[CH:33]=1)[CH2:8][C:9]1[CH:14]=[C:13]([C:15]([F:18])([F:17])[F:16])[CH:12]=[CH:11][C:10]=1[C:19]1[CH:24]=[C:23]([CH:25]([CH3:27])[CH3:26])[CH:22]=[CH:21][C:20]=1[O:28][CH3:29])(C)(C)C.C(O)(C(F)(F)F)=O. (2) Given the product [Br:1][C:2]1[CH:3]=[C:4]([N:14]([CH3:37])[C:15]2[C:24]3[C:19](=[CH:20][C:21]([F:26])=[CH:22][C:23]=3[F:25])[N:18]=[C:17]([C:27]3[CH:32]=[CH:31][CH:30]=[CH:29][N:28]=3)[C:16]=2[CH3:33])[C:5]([N:8]2[CH2:13][CH2:12][O:11][CH2:10][CH2:9]2)=[N:6][CH:7]=1, predict the reactants needed to synthesize it. The reactants are: [Br:1][C:2]1[CH:3]=[C:4]([NH:14][C:15]2[C:24]3[C:19](=[CH:20][C:21]([F:26])=[CH:22][C:23]=3[F:25])[N:18]=[C:17]([C:27]3[CH:32]=[CH:31][CH:30]=[CH:29][N:28]=3)[C:16]=2[CH3:33])[C:5]([N:8]2[CH2:13][CH2:12][O:11][CH2:10][CH2:9]2)=[N:6][CH:7]=1.[H-].[Na+].I[CH3:37].O. (3) Given the product [CH2:13]([NH:4][C:5]1[CH:6]=[C:7]([CH:10]=[CH:11][CH:12]=1)[C:8]#[N:9])[CH3:14], predict the reactants needed to synthesize it. The reactants are: C[O-].[Na+].[NH2:4][C:5]1[CH:6]=[C:7]([CH:10]=[CH:11][CH:12]=1)[C:8]#[N:9].[CH:13](=O)[CH3:14].[BH4-].[Na+].[OH-].[Na+]. (4) The reactants are: I[C:2]1[NH:6][C:5]([CH3:7])=[N:4][C:3]=1[C:8]([F:11])([F:10])[F:9].C([O-])([O-])=O.[K+].[K+].CO.CO[CH2:22][CH2:23]OC. Given the product [CH3:7][C:5]1[NH:6][C:2]([CH:22]=[CH2:23])=[C:3]([C:8]([F:11])([F:10])[F:9])[N:4]=1, predict the reactants needed to synthesize it.